From a dataset of Reaction yield outcomes from USPTO patents with 853,638 reactions. Predict the reaction yield, written as a fraction of the theoretical maximum amount of product (1.0 means a 100% yield; for example, 0.34 means a 34% yield). (1) The reactants are [CH3:1][O-].[Na+].C=O.[NH2:6][C:7]1[CH:8]=[C:9]([CH:17]=[CH:18][CH:19]=1)[CH2:10][N:11]1[CH2:16][CH2:15][CH2:14][CH2:13][CH2:12]1.[BH4-].[Na+].[OH-].[K+]. The catalyst is CO. The product is [CH3:1][NH:6][C:7]1[CH:19]=[CH:18][CH:17]=[C:9]([CH2:10][N:11]2[CH2:12][CH2:13][CH2:14][CH2:15][CH2:16]2)[CH:8]=1. The yield is 0.750. (2) The yield is 0.170. The reactants are [Cl:1][CH2:2][C:3]1[CH:11]=[CH:10][C:6]([C:7]([OH:9])=O)=[CH:5][CH:4]=1.[N:12]1[CH:17]=[CH:16][N:15]=[CH:14][C:13]=1[NH2:18].ClC1C=CC(Cl)=CC=1OCC1C=C(C=CC=1)C(NC1C=NN(CC2C=CC(F)=CC=2)C=1)=O. No catalyst specified. The product is [Cl:1][CH2:2][C:3]1[CH:4]=[CH:5][C:6]([C:7]([NH:18][C:13]2[CH:14]=[N:15][CH:16]=[CH:17][N:12]=2)=[O:9])=[CH:10][CH:11]=1. (3) The reactants are O.O.[Sn](Cl)Cl.[NH2:6][C:7]1[C:16]([N+:17]([O-])=O)=[CH:15][CH:14]=[CH:13][C:8]=1[C:9]([O:11][CH3:12])=[O:10]. The catalyst is CO. The product is [NH2:6][C:7]1[C:16]([NH2:17])=[CH:15][CH:14]=[CH:13][C:8]=1[C:9]([O:11][CH3:12])=[O:10]. The yield is 0.970. (4) The reactants are [CH3:1][C:2]1[N:3]=[CH:4][N:5]([CH2:13][O:14][CH2:15][CH2:16][Si:17]([CH3:20])([CH3:19])[CH3:18])[C:6]=1[C:7]1[CH:12]=[CH:11][CH:10]=[CH:9][CH:8]=1.[Li]CCCC.CN([CH:29]=[O:30])C. No catalyst specified. The product is [CH3:1][C:2]1[N:3]=[C:4]([CH:29]=[O:30])[N:5]([CH2:13][O:14][CH2:15][CH2:16][Si:17]([CH3:19])([CH3:18])[CH3:20])[C:6]=1[C:7]1[CH:12]=[CH:11][CH:10]=[CH:9][CH:8]=1. The yield is 0.990. (5) The reactants are [H-].[Na+].[CH:3]([O:6][C:7]1[CH:12]=[CH:11][C:10]([OH:13])=[CH:9][CH:8]=1)([CH3:5])[CH3:4].[N+]([C:17]1[CH:18]=[C:19]([CH:22]=[O:23])[S:20][CH:21]=1)([O-])=O.O. The catalyst is CS(C)=O. The product is [CH:3]([O:6][C:7]1[CH:12]=[CH:11][C:10]([O:13][C:18]2[CH:17]=[CH:21][S:20][C:19]=2[CH:22]=[O:23])=[CH:9][CH:8]=1)([CH3:5])[CH3:4]. The yield is 0.0780. (6) The reactants are Br[C:2]1[CH:10]=[CH:9][C:8]([O:11][CH3:12])=[CH:7][C:3]=1[C:4]([OH:6])=[O:5].[Li]CCCC.[F:18][C:19]1[CH:20]=[C:21]([CH:28]=[CH:29][CH:30]=1)[C:22](N(OC)C)=[O:23].Cl. The catalyst is C1COCC1.O. The product is [F:18][C:19]1[CH:20]=[C:21]([CH:28]=[CH:29][CH:30]=1)[C:22]([C:2]1[CH:10]=[CH:9][C:8]([O:11][CH3:12])=[CH:7][C:3]=1[C:4]([OH:6])=[O:5])=[O:23]. The yield is 0.680. (7) The reactants are [CH3:1][S:2]([OH:5])(=[O:4])=[O:3].C(OC([NH:13][C@@H:14]([CH2:30][C:31]1[CH:36]=[CH:35][C:34]([OH:37])=[C:33]([OH:38])[CH:32]=1)[C:15]([O:17][CH2:18][C@H:19]([O:21][C:22]([C:24]1[CH:29]=[CH:28][CH:27]=[CH:26][CH:25]=1)=[O:23])[CH3:20])=[O:16])=O)(C)(C)C.C(OC)(C)(C)C. The catalyst is O1CCOCC1. The product is [S:2]([OH:5])(=[O:4])(=[O:3])[CH3:1].[NH2:13][C@@H:14]([CH2:30][C:31]1[CH:36]=[CH:35][C:34]([OH:37])=[C:33]([OH:38])[CH:32]=1)[C:15]([O:17][CH2:18][C@H:19]([O:21][C:22]([C:24]1[CH:29]=[CH:28][CH:27]=[CH:26][CH:25]=1)=[O:23])[CH3:20])=[O:16]. The yield is 0.540. (8) The reactants are Br[C:2]1[CH:3]=[N:4][N:5]2[CH:10]=[CH:9][C:8]([C:11]([N:13]([C:15]3[CH:20]=[CH:19][C:18]([C:21]#[N:22])=[CH:17][CH:16]=3)[CH3:14])=[O:12])=[CH:7][C:6]=12.[F:23][C:24]1[C:25]([NH2:39])=[N:26][CH:27]=[C:28](B2OC(C)(C)C(C)(C)O2)[CH:29]=1.C([O-])([O-])=O.[Na+].[Na+]. The catalyst is O1CCOCC1.[Pd].C1(P(C2C=CC=CC=2)C2C=CC=CC=2)C=CC=CC=1.C1(P(C2C=CC=CC=2)C2C=CC=CC=2)C=CC=CC=1.C1(P(C2C=CC=CC=2)C2C=CC=CC=2)C=CC=CC=1.C1(P(C2C=CC=CC=2)C2C=CC=CC=2)C=CC=CC=1. The product is [NH2:39][C:25]1[N:26]=[CH:27][C:28]([C:2]2[CH:3]=[N:4][N:5]3[CH:10]=[CH:9][C:8]([C:11]([N:13]([C:15]4[CH:20]=[CH:19][C:18]([C:21]#[N:22])=[CH:17][CH:16]=4)[CH3:14])=[O:12])=[CH:7][C:6]=23)=[CH:29][C:24]=1[F:23]. The yield is 0.370.